This data is from Peptide-MHC class I binding affinity with 185,985 pairs from IEDB/IMGT. The task is: Regression. Given a peptide amino acid sequence and an MHC pseudo amino acid sequence, predict their binding affinity value. This is MHC class I binding data. (1) The MHC is HLA-C04:01 with pseudo-sequence HLA-C04:01. The binding affinity (normalized) is 0.213. The peptide sequence is AEFVFSCGI. (2) The binding affinity (normalized) is 0. The MHC is HLA-A02:06 with pseudo-sequence HLA-A02:06. The peptide sequence is YLEKANKI. (3) The peptide sequence is YLLEMLWRL. The MHC is HLA-B18:01 with pseudo-sequence YHSTYRNISTNTYESNLYLRYDSYTWAVLAYTWH. The binding affinity (normalized) is 0.0343. (4) The peptide sequence is TSFYLISIFL. The MHC is HLA-A31:01 with pseudo-sequence HLA-A31:01. The binding affinity (normalized) is 0.209. (5) The peptide sequence is MHDPHSIPL. The MHC is HLA-A02:03 with pseudo-sequence HLA-A02:03. The binding affinity (normalized) is 0.0847. (6) The peptide sequence is YTAVVPLVN. The MHC is HLA-B58:01 with pseudo-sequence HLA-B58:01. The binding affinity (normalized) is 0.141. (7) The MHC is HLA-A02:02 with pseudo-sequence HLA-A02:02. The peptide sequence is KIFGSLAFL. The binding affinity (normalized) is 0.797.